This data is from Catalyst prediction with 721,799 reactions and 888 catalyst types from USPTO. The task is: Predict which catalyst facilitates the given reaction. Reactant: [Cl:1][C:2]1[CH:10]=[C:9]2[C:5]([CH2:6][CH2:7][C@H:8]2[OH:11])=[CH:4][CH:3]=1.[H-].[Na+].[F:14][C:15]1[CH:22]=[CH:21][CH:20]=[C:19](F)[C:16]=1[C:17]#[N:18]. Product: [F:14][C:15]1[CH:22]=[CH:21][C:20]([O:11][C@H:8]2[C:9]3[C:5](=[CH:4][CH:3]=[C:2]([Cl:1])[CH:10]=3)[CH2:6][CH2:7]2)=[CH:19][C:16]=1[C:17]#[N:18]. The catalyst class is: 9.